From a dataset of NCI-60 drug combinations with 297,098 pairs across 59 cell lines. Regression. Given two drug SMILES strings and cell line genomic features, predict the synergy score measuring deviation from expected non-interaction effect. (1) Cell line: MALME-3M. Synergy scores: CSS=0.310, Synergy_ZIP=0.111, Synergy_Bliss=1.98, Synergy_Loewe=-3.95, Synergy_HSA=-1.30. Drug 1: CC(C1=C(C=CC(=C1Cl)F)Cl)OC2=C(N=CC(=C2)C3=CN(N=C3)C4CCNCC4)N. Drug 2: N.N.Cl[Pt+2]Cl. (2) Drug 1: C1=C(C(=O)NC(=O)N1)N(CCCl)CCCl. Drug 2: C1C(C(OC1N2C=NC(=NC2=O)N)CO)O. Cell line: SK-MEL-2. Synergy scores: CSS=37.6, Synergy_ZIP=0.145, Synergy_Bliss=7.02, Synergy_Loewe=4.20, Synergy_HSA=8.03. (3) Drug 1: C1=CC(=CC=C1CCCC(=O)O)N(CCCl)CCCl. Drug 2: C1CN(P(=O)(OC1)NCCCl)CCCl. Cell line: IGROV1. Synergy scores: CSS=33.0, Synergy_ZIP=-0.586, Synergy_Bliss=3.85, Synergy_Loewe=-6.42, Synergy_HSA=4.14. (4) Drug 1: CC1OCC2C(O1)C(C(C(O2)OC3C4COC(=O)C4C(C5=CC6=C(C=C35)OCO6)C7=CC(=C(C(=C7)OC)O)OC)O)O. Drug 2: CC=C1C(=O)NC(C(=O)OC2CC(=O)NC(C(=O)NC(CSSCCC=C2)C(=O)N1)C(C)C)C(C)C. Cell line: RXF 393. Synergy scores: CSS=68.3, Synergy_ZIP=-3.16, Synergy_Bliss=2.98, Synergy_Loewe=5.14, Synergy_HSA=5.79. (5) Drug 1: C1CC(C1)(C(=O)O)C(=O)O.[NH2-].[NH2-].[Pt+2]. Drug 2: CC=C1C(=O)NC(C(=O)OC2CC(=O)NC(C(=O)NC(CSSCCC=C2)C(=O)N1)C(C)C)C(C)C. Cell line: RPMI-8226. Synergy scores: CSS=35.6, Synergy_ZIP=-2.09, Synergy_Bliss=-1.38, Synergy_Loewe=-0.972, Synergy_HSA=0.582.